From a dataset of NCI-60 drug combinations with 297,098 pairs across 59 cell lines. Regression. Given two drug SMILES strings and cell line genomic features, predict the synergy score measuring deviation from expected non-interaction effect. (1) Drug 1: C1=C(C(=O)NC(=O)N1)F. Drug 2: C1CN(P(=O)(OC1)NCCCl)CCCl. Cell line: SK-MEL-5. Synergy scores: CSS=36.3, Synergy_ZIP=-6.07, Synergy_Bliss=-14.8, Synergy_Loewe=-26.6, Synergy_HSA=-14.5. (2) Drug 1: C1=CC(=CC=C1CCC2=CNC3=C2C(=O)NC(=N3)N)C(=O)NC(CCC(=O)O)C(=O)O. Drug 2: CCCCC(=O)OCC(=O)C1(CC(C2=C(C1)C(=C3C(=C2O)C(=O)C4=C(C3=O)C=CC=C4OC)O)OC5CC(C(C(O5)C)O)NC(=O)C(F)(F)F)O. Cell line: M14. Synergy scores: CSS=23.2, Synergy_ZIP=-2.26, Synergy_Bliss=-4.16, Synergy_Loewe=-6.96, Synergy_HSA=-2.39. (3) Drug 1: C1=CN(C(=O)N=C1N)C2C(C(C(O2)CO)O)O.Cl. Drug 2: CC12CCC3C(C1CCC2O)C(CC4=C3C=CC(=C4)O)CCCCCCCCCS(=O)CCCC(C(F)(F)F)(F)F. Cell line: PC-3. Synergy scores: CSS=16.9, Synergy_ZIP=-1.79, Synergy_Bliss=0.230, Synergy_Loewe=-0.778, Synergy_HSA=2.24. (4) Drug 1: C1C(C(OC1N2C=C(C(=O)NC2=O)F)CO)O. Drug 2: C1=CC=C(C=C1)NC(=O)CCCCCCC(=O)NO. Cell line: TK-10. Synergy scores: CSS=23.7, Synergy_ZIP=-1.82, Synergy_Bliss=2.43, Synergy_Loewe=-2.99, Synergy_HSA=3.37. (5) Drug 1: C1CCN(CC1)CCOC2=CC=C(C=C2)C(=O)C3=C(SC4=C3C=CC(=C4)O)C5=CC=C(C=C5)O. Drug 2: CC1CCCC2(C(O2)CC(NC(=O)CC(C(C(=O)C(C1O)C)(C)C)O)C(=CC3=CSC(=N3)C)C)C. Cell line: A549. Synergy scores: CSS=10.3, Synergy_ZIP=-3.75, Synergy_Bliss=-2.49, Synergy_Loewe=-73.8, Synergy_HSA=-4.73.